From a dataset of NCI-60 drug combinations with 297,098 pairs across 59 cell lines. Regression. Given two drug SMILES strings and cell line genomic features, predict the synergy score measuring deviation from expected non-interaction effect. (1) Drug 1: C1CN1C2=NC(=NC(=N2)N3CC3)N4CC4. Drug 2: CC1C(C(CC(O1)OC2CC(CC3=C2C(=C4C(=C3O)C(=O)C5=C(C4=O)C(=CC=C5)OC)O)(C(=O)C)O)N)O.Cl. Cell line: NCI-H460. Synergy scores: CSS=73.5, Synergy_ZIP=5.57, Synergy_Bliss=5.99, Synergy_Loewe=2.34, Synergy_HSA=8.55. (2) Drug 1: CN1C2=C(C=C(C=C2)N(CCCl)CCCl)N=C1CCCC(=O)O.Cl. Drug 2: CC1C(C(CC(O1)OC2CC(CC3=C2C(=C4C(=C3O)C(=O)C5=CC=CC=C5C4=O)O)(C(=O)C)O)N)O. Cell line: SNB-75. Synergy scores: CSS=52.1, Synergy_ZIP=8.94, Synergy_Bliss=7.90, Synergy_Loewe=-45.0, Synergy_HSA=9.08. (3) Drug 1: CCN(CC)CCNC(=O)C1=C(NC(=C1C)C=C2C3=C(C=CC(=C3)F)NC2=O)C. Drug 2: N.N.Cl[Pt+2]Cl. Cell line: KM12. Synergy scores: CSS=48.3, Synergy_ZIP=-7.39, Synergy_Bliss=-3.13, Synergy_Loewe=-11.4, Synergy_HSA=-0.445.